From a dataset of Catalyst prediction with 721,799 reactions and 888 catalyst types from USPTO. Predict which catalyst facilitates the given reaction. (1) Reactant: [ClH:1].C(OC([N:9]1[CH2:14][CH2:13][CH:12]([S:15]([C:18]2[CH:23]=[CH:22][C:21]([C:24]#[N:25])=[CH:20][CH:19]=2)(=[O:17])=[O:16])[CH2:11][CH2:10]1)=O)(C)(C)C. Product: [ClH:1].[NH:9]1[CH2:10][CH2:11][CH:12]([S:15]([C:18]2[CH:23]=[CH:22][C:21]([C:24]#[N:25])=[CH:20][CH:19]=2)(=[O:17])=[O:16])[CH2:13][CH2:14]1. The catalyst class is: 12. (2) Reactant: [CH2:1]([CH:8]1[CH2:14][NH:13][C:12](=[O:15])[CH2:11][N:10]([S:16]([C:19]2[CH:24]=[CH:23][C:22]([Cl:25])=[CH:21][CH:20]=2)(=[O:18])=[O:17])[C:9]1=[O:26])[C:2]1[CH:7]=[CH:6][CH:5]=[CH:4][CH:3]=1.Br[CH2:28][C:29]([O:31][C:32]([CH3:35])([CH3:34])[CH3:33])=[O:30].[H-].[Na+]. Product: [CH2:1]([CH:8]1[CH2:14][N:13]([CH2:28][C:29]([O:31][C:32]([CH3:35])([CH3:34])[CH3:33])=[O:30])[C:12](=[O:15])[CH2:11][N:10]([S:16]([C:19]2[CH:20]=[CH:21][C:22]([Cl:25])=[CH:23][CH:24]=2)(=[O:17])=[O:18])[C:9]1=[O:26])[C:2]1[CH:3]=[CH:4][CH:5]=[CH:6][CH:7]=1. The catalyst class is: 9.